This data is from Forward reaction prediction with 1.9M reactions from USPTO patents (1976-2016). The task is: Predict the product of the given reaction. (1) The product is: [Cl:11][C:3]1[CH:4]=[CH:5][C:6]([CH2:18][C:17]([OH:16])=[O:19])=[CH:7][C:2]=1[CH3:1]. Given the reactants [CH3:1][C:2]1[CH:7]=[C:6](C(C)=O)[CH:5]=[CH:4][C:3]=1[Cl:11].[S].N1[CH2:18][CH2:17][O:16]CC1.[OH-:19].[K+], predict the reaction product. (2) Given the reactants Br[C:2]1[CH:3]=[C:4]2[C:8](=[CH:9][C:10]=1[F:11])[N:7]([CH:12]1[CH2:17][CH2:16][N:15]([C:18]3[N:23]=[CH:22][C:21]([CH2:24][CH3:25])=[CH:20][N:19]=3)[CH2:14][CH2:13]1)[CH:6]=[CH:5]2.[F:26][C:27]1[CH:34]=[C:33](B2OC(C)(C)C(C)(C)O2)[CH:32]=[CH:31][C:28]=1[C:29]#[N:30], predict the reaction product. The product is: [CH2:24]([C:21]1[CH:22]=[N:23][C:18]([N:15]2[CH2:16][CH2:17][CH:12]([N:7]3[C:8]4[C:4](=[CH:3][C:2]([C:33]5[CH:32]=[CH:31][C:28]([C:29]#[N:30])=[C:27]([F:26])[CH:34]=5)=[C:10]([F:11])[CH:9]=4)[CH:5]=[CH:6]3)[CH2:13][CH2:14]2)=[N:19][CH:20]=1)[CH3:25].